This data is from NCI-60 drug combinations with 297,098 pairs across 59 cell lines. The task is: Regression. Given two drug SMILES strings and cell line genomic features, predict the synergy score measuring deviation from expected non-interaction effect. (1) Drug 1: CC1=CC2C(CCC3(C2CCC3(C(=O)C)OC(=O)C)C)C4(C1=CC(=O)CC4)C. Drug 2: C1CC(=O)NC(=O)C1N2C(=O)C3=CC=CC=C3C2=O. Cell line: ACHN. Synergy scores: CSS=-1.01, Synergy_ZIP=0.493, Synergy_Bliss=-0.577, Synergy_Loewe=-1.69, Synergy_HSA=-1.93. (2) Drug 1: CCCCCOC(=O)NC1=NC(=O)N(C=C1F)C2C(C(C(O2)C)O)O. Drug 2: C1=NNC2=C1C(=O)NC=N2. Cell line: SN12C. Synergy scores: CSS=-6.89, Synergy_ZIP=2.45, Synergy_Bliss=-4.19, Synergy_Loewe=-7.97, Synergy_HSA=-10.4.